Task: Predict which catalyst facilitates the given reaction.. Dataset: Catalyst prediction with 721,799 reactions and 888 catalyst types from USPTO Reactant: [OH:1][C@H:2]1[CH2:7][CH2:6][CH2:5][CH2:4][C@@H:3]1[NH:8][C:9]([C:11]1[C:15]2=[N:16][CH:17]=[CH:18][C:19]([CH3:20])=[C:14]2[NH:13][CH:12]=1)=[O:10].Br[CH2:22][C:23]1[CH:28]=[CH:27][CH:26]=[C:25]([F:29])[CH:24]=1.C(=O)([O-])[O-].[Cs+].[Cs+]. Product: [F:29][C:25]1[CH:24]=[C:23]([CH:28]=[CH:27][CH:26]=1)[CH2:22][N:13]1[C:14]2[C:15](=[N:16][CH:17]=[CH:18][C:19]=2[CH3:20])[C:11]([C:9]([NH:8][C@H:3]2[CH2:4][CH2:5][CH2:6][CH2:7][C@@H:2]2[OH:1])=[O:10])=[CH:12]1. The catalyst class is: 3.